Dataset: Reaction yield outcomes from USPTO patents with 853,638 reactions. Task: Predict the reaction yield, written as a fraction of the theoretical maximum amount of product (1.0 means a 100% yield; for example, 0.34 means a 34% yield). (1) The reactants are Cl[C:2]1[C:7]([Cl:8])=[N:6][CH:5]=[CH:4][N:3]=1.[CH3:9][NH2:10]. The catalyst is C1COCC1. The product is [Cl:8][C:7]1[C:2]([NH:10][CH3:9])=[N:3][CH:4]=[CH:5][N:6]=1. The yield is 0.436. (2) The reactants are F[C:2]1[CH:3]=[C:4]2[C:9](=[CH:10][CH:11]=1)[C:8](=[O:12])[NH:7][CH2:6][CH2:5]2.[C:13](#[N:17])[CH:14]([CH3:16])[CH3:15].C[Si]([N-][Si](C)(C)C)(C)C.[K+].C1(C)C=CC=CC=1. The catalyst is C1COCC1.CCCCCC.C(OCC)(=O)C. The product is [CH3:15][C:14]([C:2]1[CH:3]=[C:4]2[C:9](=[CH:10][CH:11]=1)[C:8](=[O:12])[NH:7][CH2:6][CH2:5]2)([CH3:16])[C:13]#[N:17]. The yield is 0.771. (3) The reactants are [NH2:1][C@@H:2]([C:15]([NH:17][C@H:18]([C:23]([NH:25][C@H:26]([C:31]([O:33][CH2:34][C:35]1[CH:40]=[CH:39][CH:38]=[CH:37][CH:36]=1)=[O:32])[CH2:27][CH:28]([CH3:30])[CH3:29])=[O:24])[CH2:19][CH:20]([CH3:22])[CH3:21])=[O:16])[CH2:3][CH2:4][CH2:5][CH2:6][NH:7][C:8]([O:10][C:11]([CH3:14])([CH3:13])[CH3:12])=[O:9].[NH:41]([C:58]([O:60][CH2:61][CH:62]1[C:74]2[C:69](=[CH:70][CH:71]=[CH:72][CH:73]=2)[C:68]2[C:63]1=[CH:64][CH:65]=[CH:66][CH:67]=2)=[O:59])[C@@H:42]([C:55](O)=[O:56])[CH2:43][CH2:44][CH2:45][CH2:46][NH:47][C:48]([O:50][C:51]([CH3:54])([CH3:53])[CH3:52])=[O:49].CCN=C=NCCCN(C)C.Cl. The catalyst is C(Cl)(Cl)Cl.C1C=CC2N(O)N=NC=2C=1. The product is [NH:41]([C:58]([O:60][CH2:61][CH:62]1[C:74]2[C:69](=[CH:70][CH:71]=[CH:72][CH:73]=2)[C:68]2[C:63]1=[CH:64][CH:65]=[CH:66][CH:67]=2)=[O:59])[C@@H:42]([C:55]([NH:1][C@@H:2]([C:15]([NH:17][C@H:18]([C:23]([NH:25][C@H:26]([C:31]([O:33][CH2:34][C:35]1[CH:36]=[CH:37][CH:38]=[CH:39][CH:40]=1)=[O:32])[CH2:27][CH:28]([CH3:30])[CH3:29])=[O:24])[CH2:19][CH:20]([CH3:21])[CH3:22])=[O:16])[CH2:3][CH2:4][CH2:5][CH2:6][NH:7][C:8]([O:10][C:11]([CH3:14])([CH3:13])[CH3:12])=[O:9])=[O:56])[CH2:43][CH2:44][CH2:45][CH2:46][NH:47][C:48]([O:50][C:51]([CH3:52])([CH3:54])[CH3:53])=[O:49]. The yield is 0.850. (4) The reactants are [I:1][C:2]1[N:3]=[C:4]([C@@H:8]2[CH2:13][C@@H:12]3[C@@H:10]([CH2:11]3)[N:9]2[C:14]([O:16][C:17]([CH3:20])([CH3:19])[CH3:18])=[O:15])[NH:5][C:6]=1I.S([O-])([O-])=O.[Na+].[Na+]. The catalyst is CCO.O. The product is [I:1][C:2]1[N:3]=[C:4]([C@@H:8]2[CH2:13][C@@H:12]3[C@@H:10]([CH2:11]3)[N:9]2[C:14]([O:16][C:17]([CH3:20])([CH3:19])[CH3:18])=[O:15])[NH:5][CH:6]=1.[NH:3]1[CH:2]=[CH:6][N:5]=[C:4]1[C@@H:8]1[CH2:13][C@@H:12]2[C@@H:10]([CH2:11]2)[N:9]1[C:14]([O:16][C:17]([CH3:20])([CH3:19])[CH3:18])=[O:15]. The yield is 0.620. (5) The reactants are Cl[C:2]1[C:7]([N+:8]([O-:10])=[O:9])=[CH:6][N:5]=[C:4]2[NH:11][CH:12]=[CH:13][C:3]=12.CCN(C(C)C)C(C)C.Cl.[NH2:24][C@@H:25]1[C@H:29]([CH2:30][CH3:31])[CH2:28][C@H:27]([NH:32][S:33]([CH:36]2[CH2:38][CH2:37]2)(=[O:35])=[O:34])[CH2:26]1. The catalyst is CN(C=O)C.CCOC(C)=O. The product is [CH2:30]([C@H:29]1[C@@H:25]([NH:24][C:2]2[C:7]([N+:8]([O-:10])=[O:9])=[CH:6][N:5]=[C:4]3[NH:11][CH:12]=[CH:13][C:3]=23)[CH2:26][C@@H:27]([NH:32][S:33]([CH:36]2[CH2:38][CH2:37]2)(=[O:34])=[O:35])[CH2:28]1)[CH3:31]. The yield is 0.410. (6) The reactants are [N+:1]([C:4]1[CH:30]=[CH:29][C:7]([C:8]([O:10][CH2:11][CH2:12][CH2:13][CH2:14][CH2:15][CH2:16][O:17][C:18](=[O:28])[C:19]2[CH:24]=[CH:23][C:22]([N+:25]([O-])=O)=[CH:21][CH:20]=2)=[O:9])=[CH:6][CH:5]=1)([O-])=O.C1COCC1.[H][H]. The catalyst is C(OCC)(=O)C.[Pd]. The product is [NH2:1][C:4]1[CH:30]=[CH:29][C:7]([C:8]([O:10][CH2:11][CH2:12][CH2:13][CH2:14][CH2:15][CH2:16][O:17][C:18](=[O:28])[C:19]2[CH:20]=[CH:21][C:22]([NH2:25])=[CH:23][CH:24]=2)=[O:9])=[CH:6][CH:5]=1. The yield is 0.970.